This data is from Catalyst prediction with 721,799 reactions and 888 catalyst types from USPTO. The task is: Predict which catalyst facilitates the given reaction. (1) Reactant: FC(F)(F)[C:3]([N:5]([C@@H:7]1[CH2:16][C:15]2[C:10](=[C:11]([S:19]([NH:22][C:23]3[CH:32]=[CH:31][C:30]4[C:25](=[CH:26][CH:27]=[CH:28][CH:29]=4)[N:24]=3)(=[O:21])=[O:20])[CH:12]=[CH:13][C:14]=2[O:17][CH3:18])[O:9][CH2:8]1)C)=O.[OH-].[Na+].Cl.C(=O)([O-])O.[Na+]. Product: [CH3:18][O:17][C:14]1[CH:13]=[CH:12][C:11]([S:19]([NH:22][C:23]2[CH:32]=[CH:31][C:30]3[C:25](=[CH:26][CH:27]=[CH:28][CH:29]=3)[N:24]=2)(=[O:21])=[O:20])=[C:10]2[C:15]=1[CH2:16][C@@H:7]([NH:5][CH3:3])[CH2:8][O:9]2. The catalyst class is: 7. (2) Reactant: [OH:1][C@@H:2]1[CH2:7][NH:6][C@H:5]([C:8]([OH:10])=O)[C@@H:4]([C:11]([O:13][CH3:14])=[O:12])[CH2:3]1.[C:15]1([N:21]2[CH2:26][CH2:25][NH:24][CH2:23][CH2:22]2)[CH:20]=[CH:19][CH:18]=[CH:17][CH:16]=1.F[P-](F)(F)(F)(F)F.N1(O[P+](N(C)C)(N(C)C)N(C)C)C2C=CC=CC=2N=N1.CN(C)C=O.C(N(CC)C(C)C)(C)C.C(Cl)Cl.Cl[C:72]([O:74][CH3:75])=[O:73]. Product: [OH:1][C@@H:2]1[CH2:7][N:6]([C:72]([O:74][CH3:75])=[O:73])[C@H:5]([C:8]([N:24]2[CH2:25][CH2:26][N:21]([C:15]3[CH:20]=[CH:19][CH:18]=[CH:17][CH:16]=3)[CH2:22][CH2:23]2)=[O:10])[C@@H:4]([C:11]([O:13][CH3:14])=[O:12])[CH2:3]1. The catalyst class is: 142. (3) Reactant: [CH3:1][O:2][C:3]1[C:4]([N:29]2[CH2:33][CH2:32][CH2:31][CH2:30]2)=[CH:5][C:6]2[CH2:15][CH:14]([C:16]([CH3:21])([CH3:20])[CH2:17][O:18][CH3:19])[N:13]3[C:8](=[CH:9][C:10](=[O:27])[C:11]([C:22]([O:24]CC)=[O:23])=[CH:12]3)[C:7]=2[CH:28]=1.[OH-].[Na+].Cl.CCOC(C)=O. Product: [CH3:1][O:2][C:3]1[C:4]([N:29]2[CH2:33][CH2:32][CH2:31][CH2:30]2)=[CH:5][C:6]2[CH2:15][CH:14]([C:16]([CH3:21])([CH3:20])[CH2:17][O:18][CH3:19])[N:13]3[C:8](=[CH:9][C:10](=[O:27])[C:11]([C:22]([OH:24])=[O:23])=[CH:12]3)[C:7]=2[CH:28]=1. The catalyst class is: 88. (4) Product: [CH3:1][O:2][C:3]1[CH:36]=[C:35]([O:37][CH3:38])[CH:34]=[CH:33][C:4]=1[CH2:5][N:6]1[C:27]2[C:16]3=[CH:17][C:18]4[CH:19]=[C:20]([CH:25]=[O:26])[N:21]([CH3:24])[C:22]=4[CH:23]=[C:15]3[CH2:14][CH2:13][CH2:12][CH2:11][C:10]=2[C:9]([OH:28])=[C:8]([C:29]([OH:31])=[O:30])[C:7]1=[O:32]. Reactant: [CH3:1][O:2][C:3]1[CH:36]=[C:35]([O:37][CH3:38])[CH:34]=[CH:33][C:4]=1[CH2:5][N:6]1[C:27]2[C:16]3=[CH:17][C:18]4[CH:19]=[C:20]([CH2:25][OH:26])[N:21]([CH3:24])[C:22]=4[CH:23]=[C:15]3[CH2:14][CH2:13][CH2:12][CH2:11][C:10]=2[C:9]([OH:28])=[C:8]([C:29]([OH:31])=[O:30])[C:7]1=[O:32]. The catalyst class is: 177. (5) Reactant: C(OC([N:7]1[CH2:28][CH2:27][C:11]2[C:12]3[C:13]([CH3:26])([CH3:25])[CH2:14][CH2:15][C:16]=3[C:17]([C:19]3[CH:24]=[CH:23][CH:22]=[CH:21][CH:20]=3)=[CH:18][C:10]=2[CH2:9][CH2:8]1)=O)CC.[Si](I)(C)(C)C. Product: [CH3:25][C:13]1([CH3:26])[C:12]2[C:11]3[CH2:27][CH2:28][NH:7][CH2:8][CH2:9][C:10]=3[CH:18]=[C:17]([C:19]3[CH:20]=[CH:21][CH:22]=[CH:23][CH:24]=3)[C:16]=2[CH2:15][CH2:14]1. The catalyst class is: 22. (6) Reactant: [OH:1][C:2]1[CH:3]=[C:4]([CH:14]=[C:15]([O:17][C@@H:18]([CH3:22])[CH2:19][O:20][CH3:21])[CH:16]=1)[C:5]([NH:7][C:8]1[CH:12]=[CH:11][N:10]([CH3:13])[N:9]=1)=[O:6].C[Si](C)(C)[N-][Si](C)(C)C.[Na+].C1COCC1.F[C:39]1[CH:46]=[CH:45][C:42]([C:43]#[N:44])=[CH:41][CH:40]=1. Product: [C:43]([C:42]1[CH:45]=[CH:46][C:39]([O:1][C:2]2[CH:3]=[C:4]([CH:14]=[C:15]([O:17][C@@H:18]([CH3:22])[CH2:19][O:20][CH3:21])[CH:16]=2)[C:5]([NH:7][C:8]2[CH:12]=[CH:11][N:10]([CH3:13])[N:9]=2)=[O:6])=[CH:40][CH:41]=1)#[N:44]. The catalyst class is: 3. (7) Reactant: [Cl:1][C:2]1[CH:3]=[N+:4]([O-:23])[CH:5]=[C:6]([Cl:22])[C:7]=1[CH2:8][C@@H:9]([C:11]1[CH:16]=[CH:15][C:14]([O:17][CH:18]([F:20])[F:19])=[C:13]([OH:21])[CH:12]=1)[OH:10].[C:24]([O-])([O-])=O.[K+].[K+].IC.O. Product: [Cl:22][C:6]1[CH:5]=[N+:4]([O-:23])[CH:3]=[C:2]([Cl:1])[C:7]=1[CH2:8][CH:9]([C:11]1[CH:16]=[CH:15][C:14]([O:17][CH:18]([F:20])[F:19])=[C:13]([O:21][CH3:24])[CH:12]=1)[OH:10]. The catalyst class is: 3. (8) Reactant: [OH:1][C@@H:2]1[C@H:6]2[O:7][C:8]([CH3:11])([CH3:10])[O:9][C@H:5]2[C@H:4]([NH:12][C:13](=[O:19])[O:14][C:15]([CH3:18])([CH3:17])[CH3:16])[CH2:3]1.[H-].[Na+].CC1C=CC(S(O[CH2:33][CH2:34][O:35][C:36]([CH3:39])([CH3:38])[CH3:37])(=O)=O)=CC=1. Product: [C:36]([O:35][CH2:34][CH2:33][O:1][C@@H:2]1[C@H:6]2[O:7][C:8]([CH3:10])([CH3:11])[O:9][C@H:5]2[C@H:4]([NH:12][C:13](=[O:19])[O:14][C:15]([CH3:18])([CH3:17])[CH3:16])[CH2:3]1)([CH3:39])([CH3:38])[CH3:37]. The catalyst class is: 3.